This data is from Forward reaction prediction with 1.9M reactions from USPTO patents (1976-2016). The task is: Predict the product of the given reaction. (1) Given the reactants [CH3:1][O:2][C:3]1[CH:8]=[CH:7][C:6]([CH2:9][C:10](=O)[CH3:11])=[CH:5][CH:4]=1.O.[C:14]([OH:18])(=O)[CH:15]=O.[CH3:19][NH:20][NH2:21], predict the reaction product. The product is: [CH3:1][O:2][C:3]1[CH:8]=[CH:7][C:6]([C:9]2[C:10]([CH3:11])=[N:21][N:20]([CH3:19])[C:14](=[O:18])[CH:15]=2)=[CH:5][CH:4]=1. (2) The product is: [OH:2][CH2:3][C:4]1[CH:9]=[CH:8][C:7]([CH2:10][S:11]([NH:12][C:13]2[CH:14]=[N:15][CH:16]=[CH:17][CH:18]=2)(=[O:20])=[O:19])=[CH:6][CH:5]=1. Given the reactants C[O:2][C:3](=O)[C:4]1[CH:9]=[CH:8][C:7]([CH2:10][S:11](=[O:20])(=[O:19])[NH:12][C:13]2[CH:14]=[N:15][CH:16]=[CH:17][CH:18]=2)=[CH:6][CH:5]=1.[H-].[H-].[H-].[H-].[Li+].[Al+3], predict the reaction product. (3) Given the reactants [CH3:1][C:2]1[C:7]([CH3:8])=[C:6]([C:9]2[C:10]([OH:17])=[CH:11][CH:12]=[C:13]([CH3:16])[C:14]=2[CH3:15])[C:5]([OH:18])=[CH:4][CH:3]=1.[H-].[Na+].[CH3:21][C:22]1[CH:30]=[CH:29][CH:28]=[CH:27][C:23]=1[C:24](Cl)=[O:25], predict the reaction product. The product is: [CH3:21][C:22]1[CH:30]=[CH:29][CH:28]=[CH:27][C:23]=1[C:24]([O:18][C:5]1[CH:4]=[CH:3][C:2]([CH3:1])=[C:7]([CH3:8])[C:6]=1[C:9]1[C:14]([CH3:15])=[C:13]([CH3:16])[CH:12]=[CH:11][C:10]=1[O:17][C:24](=[O:25])[C:23]1[CH:27]=[CH:28][CH:29]=[CH:30][C:22]=1[CH3:21])=[O:25]. (4) Given the reactants Br[C:2]1[CH:7]=[CH:6][N:5]2[CH:8]=[C:9]([C:11]3[CH:16]=[CH:15][C:14]([O:17][CH3:18])=[CH:13][CH:12]=3)[N:10]=[C:4]2[CH:3]=1.[NH:19]1[CH2:23][CH2:22][CH2:21][CH2:20]1, predict the reaction product. The product is: [CH3:18][O:17][C:14]1[CH:15]=[CH:16][C:11]([C:9]2[N:10]=[C:4]3[CH:3]=[C:2]([N:19]4[CH2:23][CH2:22][CH2:21][CH2:20]4)[CH:7]=[CH:6][N:5]3[CH:8]=2)=[CH:12][CH:13]=1.